The task is: Regression. Given a peptide amino acid sequence and an MHC pseudo amino acid sequence, predict their binding affinity value. This is MHC class II binding data.. This data is from Peptide-MHC class II binding affinity with 134,281 pairs from IEDB. (1) The binding affinity (normalized) is 0.673. The MHC is DRB1_0101 with pseudo-sequence DRB1_0101. The peptide sequence is PGKYTAYEGQRVVFI. (2) The peptide sequence is GELQIVDKIDAAAKI. The MHC is DRB3_0202 with pseudo-sequence DRB3_0202. The binding affinity (normalized) is 0.318.